Task: Predict which catalyst facilitates the given reaction.. Dataset: Catalyst prediction with 721,799 reactions and 888 catalyst types from USPTO (1) Reactant: [CH2:1]([N:8]1[CH2:12][C@@H:11]([N+:13]([O-])=O)[C@H:10]([C:16]2[CH:21]=[C:20]([F:22])[C:19]([F:23])=[CH:18][C:17]=2[F:24])[CH2:9]1)[C:2]1[CH:7]=[CH:6][CH:5]=[CH:4][CH:3]=1. Product: [CH2:1]([N:8]1[CH2:9][C@@H:10]([C:16]2[CH:21]=[C:20]([F:22])[C:19]([F:23])=[CH:18][C:17]=2[F:24])[C@H:11]([NH2:13])[CH2:12]1)[C:2]1[CH:3]=[CH:4][CH:5]=[CH:6][CH:7]=1. The catalyst class is: 565. (2) Reactant: [CH3:1][O:2][C:3]1[C:12]([CH2:13][CH2:14][CH3:15])=[C:11]2[C:6]([CH:7]=[C:8]([C:17]([OH:19])=O)[C:9](=[O:16])[O:10]2)=[CH:5][CH:4]=1.C(N(C(C)C)CC)(C)C.C(OCC)(=O)C.[C:35]([O:39][C:40](=[O:50])[NH:41][CH2:42][C:43]1[CH:48]=[CH:47][C:46]([NH2:49])=[CH:45][CH:44]=1)([CH3:38])([CH3:37])[CH3:36]. Product: [C:35]([O:39][C:40](=[O:50])[NH:41][CH2:42][C:43]1[CH:44]=[CH:45][C:46]([NH:49][C:17]([C:8]2[C:9](=[O:16])[O:10][C:11]3[C:6]([CH:7]=2)=[CH:5][CH:4]=[C:3]([O:2][CH3:1])[C:12]=3[CH2:13][CH2:14][CH3:15])=[O:19])=[CH:47][CH:48]=1)([CH3:38])([CH3:36])[CH3:37]. The catalyst class is: 2. (3) Reactant: [Cl:1][C:2]1[CH:7]=[CH:6][C:5](/[CH:8]=[CH:9]/[C:10]([OH:12])=O)=[C:4]([CH2:13][N:14]2[N:18]=[N:17][C:16]([CH3:19])=[N:15]2)[CH:3]=1.[CH3:20][C:21]1[O:22][C:23]([C@@H:26]2[CH2:30][CH2:29][CH2:28][NH:27]2)=[N:24][N:25]=1.CCN(C(C)C)C(C)C.C(P1(=O)OP(CCC)(=O)OP(CCC)(=O)O1)CC. Product: [Cl:1][C:2]1[CH:7]=[CH:6][C:5](/[CH:8]=[CH:9]/[C:10]([N:27]2[CH2:28][CH2:29][CH2:30][C@H:26]2[C:23]2[O:22][C:21]([CH3:20])=[N:25][N:24]=2)=[O:12])=[C:4]([CH2:13][N:14]2[N:18]=[N:17][C:16]([CH3:19])=[N:15]2)[CH:3]=1. The catalyst class is: 3.